This data is from NCI-60 drug combinations with 297,098 pairs across 59 cell lines. The task is: Regression. Given two drug SMILES strings and cell line genomic features, predict the synergy score measuring deviation from expected non-interaction effect. (1) Drug 1: CN1C2=C(C=C(C=C2)N(CCCl)CCCl)N=C1CCCC(=O)O.Cl. Drug 2: CC(C)NC(=O)C1=CC=C(C=C1)CNNC.Cl. Cell line: NCI-H226. Synergy scores: CSS=1.38, Synergy_ZIP=-1.19, Synergy_Bliss=-1.58, Synergy_Loewe=-1.67, Synergy_HSA=-1.25. (2) Synergy scores: CSS=58.9, Synergy_ZIP=-9.16, Synergy_Bliss=-13.1, Synergy_Loewe=-21.9, Synergy_HSA=-7.71. Drug 2: CC1C(C(CC(O1)OC2CC(CC3=C2C(=C4C(=C3O)C(=O)C5=CC=CC=C5C4=O)O)(C(=O)C)O)N)O. Drug 1: C1=CC(=CC=C1CCC2=CNC3=C2C(=O)NC(=N3)N)C(=O)NC(CCC(=O)O)C(=O)O. Cell line: SF-539. (3) Drug 1: CC1=CC2C(CCC3(C2CCC3(C(=O)C)OC(=O)C)C)C4(C1=CC(=O)CC4)C. Drug 2: C1CCC(C(C1)N)N.C(=O)(C(=O)[O-])[O-].[Pt+4]. Cell line: M14. Synergy scores: CSS=-0.397, Synergy_ZIP=0.708, Synergy_Bliss=-2.06, Synergy_Loewe=-6.03, Synergy_HSA=-4.89. (4) Drug 1: CC1=C(C(=CC=C1)Cl)NC(=O)C2=CN=C(S2)NC3=CC(=NC(=N3)C)N4CCN(CC4)CCO. Drug 2: C1=NC2=C(N1)C(=S)N=CN2. Cell line: COLO 205. Synergy scores: CSS=-2.21, Synergy_ZIP=12.1, Synergy_Bliss=18.6, Synergy_Loewe=-3.95, Synergy_HSA=-0.750.